This data is from Full USPTO retrosynthesis dataset with 1.9M reactions from patents (1976-2016). The task is: Predict the reactants needed to synthesize the given product. (1) Given the product [CH3:1][O:2][C:3](=[O:19])[CH:4]([CH:9]([S:27][C:24]1[CH:25]=[CH:26][C:21]([Cl:20])=[CH:22][CH:23]=1)[C:10]1[C:15]([F:16])=[CH:14][CH:13]=[C:12]([F:17])[C:11]=1[F:18])[C:5]([O:7][CH3:8])=[O:6], predict the reactants needed to synthesize it. The reactants are: [CH3:1][O:2][C:3](=[O:19])[C:4](=[CH:9][C:10]1[C:15]([F:16])=[CH:14][CH:13]=[C:12]([F:17])[C:11]=1[F:18])[C:5]([O:7][CH3:8])=[O:6].[Cl:20][C:21]1[CH:26]=[CH:25][C:24]([SH:27])=[CH:23][CH:22]=1.C([O-])([O-])=O.[K+].[K+].C(OCC)(=O)C. (2) Given the product [C:1]([O:9][C@@H:10]1[CH2:15][C@@H:14]([CH2:16][CH2:17][CH2:18][CH:19]=[CH2:20])[O:13][C@@:12]([OH:36])([C@@H:21]2[CH2:25][S:24][C:23](=[O:26])[NH:22]2)[CH2:11]1)(=[O:8])[C:2]1[CH:3]=[CH:4][CH:5]=[CH:6][CH:7]=1, predict the reactants needed to synthesize it. The reactants are: [C:1]([O:9][C@@H:10]1[CH2:15][C@@H:14]([CH2:16][CH2:17][CH2:18][CH:19]=[CH2:20])[O:13][C@@:12]([O:36]C)([C@@H:21]2[CH2:25][S:24][C:23](=[O:26])[N:22]2CC2C=CC(OC)=CC=2)[CH2:11]1)(=[O:8])[C:2]1[CH:7]=[CH:6][CH:5]=[CH:4][CH:3]=1.CO[C@]1([C@@H]2CSC(=O)N2CC2C=CC(OC)=CC=2)C[C@H]2C[C@@H](CCCC=CCCC(C)=CC(=O)O2)O1. (3) Given the product [CH2:1]([O:3][CH:4]([O:16][CH2:17][CH3:18])[C:5]1[O:13][C:12]2[C:11]([C:14]([OH:27])=[O:19])=[CH:10][N:9]=[CH:8][C:7]=2[CH:6]=1)[CH3:2], predict the reactants needed to synthesize it. The reactants are: [CH2:1]([O:3][CH:4]([O:16][CH2:17][CH3:18])[C:5]1[O:13][C:12]2[C:11]([C:14]#N)=[CH:10][N:9]=[CH:8][C:7]=2[CH:6]=1)[CH3:2].[OH-:19].[Na+].Cl.[Cl-].[Na+].C(O)C.[OH2:27]. (4) Given the product [F:11][C:12]1[CH:17]=[C:16]([F:18])[CH:15]=[CH:14][C:13]=1[C:19]1[NH:43][N:42]=[C:4]([NH2:2])[C:20]=1[C:21]1[CH:22]=[CH:23][C:24]2[N:25]([C:27]([CH:30]([CH3:32])[CH3:31])=[N:28][N:29]=2)[N:26]=1, predict the reactants needed to synthesize it. The reactants are: C[N:2]([CH:4]=O)C.P(Cl)(Cl)(Cl)=O.[F:11][C:12]1[CH:17]=[C:16]([F:18])[CH:15]=[CH:14][C:13]=1[C:19](=O)[CH2:20][C:21]1[CH:22]=[CH:23][C:24]2[N:25]([C:27]([CH:30]([CH3:32])[CH3:31])=[N:28][N:29]=2)[N:26]=1.Cl.NO.C([O-])(O)=O.[Na+].[NH2:42][NH2:43]. (5) Given the product [C:1]([O:5][C:6]([N:8]1[CH2:13][CH2:12][C@@H:11]([NH2:14])[C@H:10]([OH:17])[CH2:9]1)=[O:7])([CH3:4])([CH3:2])[CH3:3], predict the reactants needed to synthesize it. The reactants are: [C:1]([O:5][C:6]([N:8]1[CH2:13][CH2:12][C@@H:11]([N:14]=[N+]=[N-])[C@H:10]([OH:17])[CH2:9]1)=[O:7])([CH3:4])([CH3:3])[CH3:2].[H][H].